This data is from Reaction yield outcomes from USPTO patents with 853,638 reactions. The task is: Predict the reaction yield, written as a fraction of the theoretical maximum amount of product (1.0 means a 100% yield; for example, 0.34 means a 34% yield). (1) The reactants are O1CCCC1.[NH2:6][C:7]1[C:12]([C:13]2[O:17][N:16]=[C:15]([CH2:18][C:19]3[CH:24]=[CH:23][C:22]([OH:25])=[CH:21][CH:20]=3)[CH:14]=2)=[CH:11][CH:10]=[C:9]([NH2:26])[N:8]=1.[OH-].[Na+].[Cl:29][C:30]1[CH:31]=[CH:32][C:33]([CH2:36]Cl)=[N:34][CH:35]=1. The catalyst is CN(C)C=O. The product is [Cl:29][C:30]1[CH:31]=[CH:32][C:33]([CH2:36][O:25][C:22]2[CH:23]=[CH:24][C:19]([CH2:18][C:15]3[CH:14]=[C:13]([C:12]4[C:7]([NH2:6])=[N:8][C:9]([NH2:26])=[CH:10][CH:11]=4)[O:17][N:16]=3)=[CH:20][CH:21]=2)=[N:34][CH:35]=1. The yield is 0.890. (2) The reactants are [CH3:1][C:2]1[C:16](=[O:17])[N:15]=[C:14]2[N:4]([C@@H:5]3[O:9][C@H:8]([CH2:10][OH:11])[C@@H:7]([OH:12])[C@@H:6]3[O:13]2)[CH:3]=1.[CH3:18][O:19][CH2:20][CH2:21][O:22]B([O:22][CH2:21][CH2:20][O:19][CH3:18])[O:22][CH2:21][CH2:20][O:19][CH3:18]. The catalyst is COCCO. The product is [CH3:18][O:19][CH2:20][CH2:21][O:22][C@@H:6]1[C@H:7]([OH:12])[C@@H:8]([CH2:10][OH:11])[O:9][C@H:5]1[N:4]1[CH:3]=[C:2]([CH3:1])[C:16](=[O:17])[NH:15][C:14]1=[O:13]. The yield is 0.630. (3) The reactants are [CH2:1]([O:8][C:9]1[C:14](=[O:15])[CH:13]=[C:12]([CH3:16])[NH:11][C:10]=1C(O)=O)[C:2]1[CH:7]=[CH:6][CH:5]=[CH:4][CH:3]=1. The catalyst is CN(C=O)C. The product is [CH2:1]([O:8][C:9]1[C:14](=[O:15])[CH:13]=[C:12]([CH3:16])[NH:11][CH:10]=1)[C:2]1[CH:3]=[CH:4][CH:5]=[CH:6][CH:7]=1. The yield is 0.770. (4) The reactants are [CH3:1][C:2]1([CH3:9])[CH2:7][CH2:6][C:5](=[O:8])[CH:4]=[CH:3]1.[H][H]. The catalyst is [Pd].CCOC(C)=O. The product is [CH3:1][C:2]1([CH3:9])[CH2:7][CH2:6][C:5](=[O:8])[CH2:4][CH2:3]1. The yield is 0.910. (5) The reactants are [C:1]([C:3]1[CH:8]=[CH:7][C:6]([OH:9])=[CH:5][CH:4]=1)#[N:2].C(=O)([O-])[O-].[K+].[K+].Br[CH2:17][C:18]#[N:19]. The catalyst is CC(C)=O. The product is [C:18]([CH2:17][O:9][C:6]1[CH:7]=[CH:8][C:3]([C:1]#[N:2])=[CH:4][CH:5]=1)#[N:19]. The yield is 0.980.